From a dataset of Forward reaction prediction with 1.9M reactions from USPTO patents (1976-2016). Predict the product of the given reaction. (1) Given the reactants [CH:1]1([NH2:4])[CH2:3][CH2:2]1.CN(C)C=O.C1([O:16][C:17](=O)[NH:18][C:19]2[CH:24]=[CH:23][C:22]([O:25][C:26]3[C:35]4[C:30](=[CH:31][C:32]([O:38][CH2:39][C:40]5[CH:45]=[CH:44][CH:43]=[CH:42][CH:41]=5)=[C:33]([C:36]#[N:37])[CH:34]=4)[N:29]=[CH:28][CH:27]=3)=[C:21]([CH3:46])[C:20]=2[CH3:47])C=CC=CC=1.O, predict the reaction product. The product is: [CH2:39]([O:38][C:32]1[CH:31]=[C:30]2[C:35]([C:26]([O:25][C:22]3[CH:23]=[CH:24][C:19]([NH:18][C:17]([NH:4][CH:1]4[CH2:3][CH2:2]4)=[O:16])=[C:20]([CH3:47])[C:21]=3[CH3:46])=[CH:27][CH:28]=[N:29]2)=[CH:34][C:33]=1[C:36]#[N:37])[C:40]1[CH:45]=[CH:44][CH:43]=[CH:42][CH:41]=1. (2) Given the reactants [F:1][C:2]1[CH:3]=[C:4]([CH2:13][OH:14])[CH:5]=[C:6]([F:12])[C:7]=1[O:8][CH:9]([CH3:11])[CH3:10].Cl[C:16]1[CH:27]=[C:20]2[N:21]([CH3:26])[C@H:22]([CH3:25])[CH2:23][CH2:24][N:19]2[C:18](=[O:28])[N:17]=1, predict the reaction product. The product is: [F:1][C:2]1[CH:3]=[C:4]([CH:5]=[C:6]([F:12])[C:7]=1[O:8][CH:9]([CH3:11])[CH3:10])[CH2:13][O:14][C:16]1[CH:27]=[C:20]2[N:21]([CH3:26])[C@H:22]([CH3:25])[CH2:23][CH2:24][N:19]2[C:18](=[O:28])[N:17]=1. (3) Given the reactants [CH3:1][N:2]1[C:10]([CH2:11][CH2:12][CH2:13][C:14]([OH:16])=[O:15])=[N:9][C:8]2[CH:7]=[C:6]([N:17]([CH2:21][CH2:22][Cl:23])[CH2:18][CH2:19][Cl:20])[CH:5]=[CH:4][C:3]1=2.Cl.Cl.C(=O)(O)[O-].[K+].[CH:31](O)([CH3:33])[CH3:32], predict the reaction product. The product is: [CH3:32][CH:31]([O:15][C:14]([CH2:13][CH2:12][CH2:11][C:10]1[N:2]([CH3:1])[C:3]2[CH:4]=[CH:5][C:6]([N:17]([CH2:18][CH2:19][Cl:20])[CH2:21][CH2:22][Cl:23])=[CH:7][C:8]=2[N:9]=1)=[O:16])[CH3:33].